This data is from Peptide-MHC class II binding affinity with 134,281 pairs from IEDB. The task is: Regression. Given a peptide amino acid sequence and an MHC pseudo amino acid sequence, predict their binding affinity value. This is MHC class II binding data. (1) The peptide sequence is PANDKFTVFEAAFNNAIKAS. The MHC is HLA-DPA10201-DPB11401 with pseudo-sequence HLA-DPA10201-DPB11401. The binding affinity (normalized) is 0.474. (2) The peptide sequence is FKKYFAATQFEPLAA. The MHC is HLA-DQA10101-DQB10501 with pseudo-sequence HLA-DQA10101-DQB10501. The binding affinity (normalized) is 0.411. (3) The MHC is DRB1_0901 with pseudo-sequence DRB1_0901. The peptide sequence is GKGEWMTTEDMLEVW. The binding affinity (normalized) is 0.300. (4) The peptide sequence is AVTFVNAPAFAAERG. The MHC is HLA-DPA10201-DPB10101 with pseudo-sequence HLA-DPA10201-DPB10101. The binding affinity (normalized) is 0.571. (5) The peptide sequence is QEVEFIGYGKATLECKK. The MHC is HLA-DQA10102-DQB10501 with pseudo-sequence HLA-DQA10102-DQB10501. The binding affinity (normalized) is 0.524. (6) The MHC is HLA-DPA10301-DPB10402 with pseudo-sequence HLA-DPA10301-DPB10402. The peptide sequence is YLGFVQDAATYAVTT. The binding affinity (normalized) is 0.289. (7) The peptide sequence is FAPFSKDNSIRLSAG. The MHC is DRB1_1101 with pseudo-sequence DRB1_1101. The binding affinity (normalized) is 0.395.